Dataset: Full USPTO retrosynthesis dataset with 1.9M reactions from patents (1976-2016). Task: Predict the reactants needed to synthesize the given product. (1) Given the product [CH3:18][C:10]1[CH:15]=[CH:14][CH:13]=[CH:12][C:11]=1[CH2:16][S:17][C:2]1[CH:9]=[CH:8][C:5]([CH:6]=[O:7])=[CH:4][CH:3]=1, predict the reactants needed to synthesize it. The reactants are: F[C:2]1[CH:9]=[CH:8][C:5]([CH:6]=[O:7])=[CH:4][CH:3]=1.[C:10]1([CH3:18])[CH:15]=[CH:14][CH:13]=[CH:12][C:11]=1[CH2:16][SH:17].C(=O)([O-])[O-].[Cs+].[Cs+].Cl. (2) The reactants are: [OH:1][C:2]1[CH:10]=[CH:9][C:8]([OH:11])=[CH:7][C:3]=1[C:4]([OH:6])=[O:5].[CH2:12]([NH2:16])[CH2:13][CH2:14][CH3:15]. Given the product [OH:1][C:2]1[CH:10]=[CH:9][C:8]([OH:11])=[CH:7][C:3]=1[C:4]([OH:6])=[O:5].[CH2:12]([NH2:16])[CH2:13][CH2:14][CH3:15], predict the reactants needed to synthesize it. (3) Given the product [N:1]([C:2]1[CH:7]=[CH:6][C:5]([CH2:8][C:9]([NH:11][CH2:12][CH:13]2[CH2:21][N:20]([CH2:22][C:23]([OH:25])=[O:24])[CH2:19][CH2:18][N:17]([CH2:26][C:27]([OH:29])=[O:28])[CH2:16][CH2:15][N:14]2[CH2:30][C:31]([OH:33])=[O:32])=[O:10])=[CH:4][CH:3]=1)=[C:34]=[S:35], predict the reactants needed to synthesize it. The reactants are: [NH2:1][C:2]1[CH:7]=[CH:6][C:5]([CH2:8][C:9]([NH:11][CH2:12][CH:13]2[CH2:21][N:20]([CH2:22][C:23]([OH:25])=[O:24])[CH2:19][CH2:18][N:17]([CH2:26][C:27]([OH:29])=[O:28])[CH2:16][CH2:15][N:14]2[CH2:30][C:31]([OH:33])=[O:32])=[O:10])=[CH:4][CH:3]=1.[C:34](Cl)(Cl)=[S:35].